From a dataset of Forward reaction prediction with 1.9M reactions from USPTO patents (1976-2016). Predict the product of the given reaction. (1) Given the reactants [CH2:1]([Li])CCC.[C:6]([O:10][C:11]([N:13]1[CH2:17][CH2:16][C:15](=O)[CH2:14]1)=[O:12])([CH3:9])([CH3:8])[CH3:7], predict the reaction product. The product is: [C:6]([O:10][C:11]([N:13]1[CH2:17][CH2:16][C:15](=[CH2:1])[CH2:14]1)=[O:12])([CH3:9])([CH3:8])[CH3:7]. (2) Given the reactants [CH3:1][C:2]([CH2:17][CH2:18][CH:19]=[C:20]([CH3:22])[CH3:21])=[CH:3][CH2:4][O:5][C:6]1[CH:7]=[C:8]([CH:12]=[CH:13][C:14]=1[O:15][CH3:16])[C:9]([OH:11])=[O:10].C([O-])([O-])=O.[K+].[K+].[CH2:29](Br)/[CH:30]=[C:31](/[CH2:33][CH2:34][CH:35]=[C:36]([CH3:38])[CH3:37])\[CH3:32], predict the reaction product. The product is: [CH3:32][C:31]([CH2:33][CH2:34][CH:35]=[C:36]([CH3:38])[CH3:37])=[CH:30][CH2:29][O:10][C:9](=[O:11])[C:8]1[CH:12]=[CH:13][C:14]([O:15][CH3:16])=[C:6]([O:5][CH2:4][CH:3]=[C:2]([CH3:1])[CH2:17][CH2:18][CH:19]=[C:20]([CH3:22])[CH3:21])[CH:7]=1. (3) Given the reactants C([N:8]1[CH2:13][CH2:12][CH2:11][CH2:10][CH:9]1[CH2:14][N:15]([CH:22]1[CH2:30][C:29]2[C:24](=[CH:25][CH:26]=[CH:27][CH:28]=2)[CH2:23]1)[C:16]1[CH:21]=[CH:20][CH:19]=[CH:18][CH:17]=1)C1C=CC=CC=1.C([O-])=O.[NH4+], predict the reaction product. The product is: [C:16]1([N:15]([CH:22]2[CH2:30][C:29]3[C:24](=[CH:25][CH:26]=[CH:27][CH:28]=3)[CH2:23]2)[CH2:14][CH:9]2[CH2:10][CH2:11][CH2:12][CH2:13][NH:8]2)[CH:21]=[CH:20][CH:19]=[CH:18][CH:17]=1. (4) Given the reactants C([Li])CCC.Br[C:7]1[CH:8]=[N:9][CH:10]=[N:11][CH:12]=1.[Br:13][C:14]1[CH:15]=[C:16]([C:21]([C:29]2[CH:34]=[CH:33][CH:32]=[C:31]([F:35])[C:30]=2[C:36]#[N:37])=[N:22]S(C(C)(C)C)=O)[CH:17]=[CH:18][C:19]=1[F:20].Cl, predict the reaction product. The product is: [Br:13][C:14]1[CH:15]=[C:16]([C:21]2([C:7]3[CH:8]=[N:9][CH:10]=[N:11][CH:12]=3)[C:29]3[C:30](=[C:31]([F:35])[CH:32]=[CH:33][CH:34]=3)[C:36]([NH2:37])=[N:22]2)[CH:17]=[CH:18][C:19]=1[F:20]. (5) The product is: [Cl:18][C:19]1[CH:24]=[CH:23][C:22]([S:25]([N:7]([CH:8]([CH3:17])[CH2:9][C:10]([O:12][C:13]([CH3:16])([CH3:15])[CH3:14])=[O:11])[C:1]2[CH:6]=[CH:5][CH:4]=[CH:3][CH:2]=2)(=[O:27])=[O:26])=[CH:21][CH:20]=1. Given the reactants [C:1]1([NH:7][CH:8]([CH3:17])[CH2:9][C:10]([O:12][C:13]([CH3:16])([CH3:15])[CH3:14])=[O:11])[CH:6]=[CH:5][CH:4]=[CH:3][CH:2]=1.[Cl:18][C:19]1[CH:24]=[CH:23][C:22]([S:25](Cl)(=[O:27])=[O:26])=[CH:21][CH:20]=1, predict the reaction product. (6) The product is: [N+:10]([C:7]1[CH:6]=[CH:5][C:4]([CH:2]([CH3:1])[C:23]#[N:24])=[CH:9][CH:8]=1)([O-:12])=[O:32]. Given the reactants [CH3:1][C:2]([C:4]1[CH:9]=[CH:8][C:7]([N+:10]([O-:12])=O)=[CH:6][CH:5]=1)=O.S([CH2:23][N+:24]#[C-])(C1C=CC(C)=CC=1)(=O)=O.CC(C)([O-])C.[K+].[OH2:32], predict the reaction product.